Dataset: Reaction yield outcomes from USPTO patents with 853,638 reactions. Task: Predict the reaction yield, written as a fraction of the theoretical maximum amount of product (1.0 means a 100% yield; for example, 0.34 means a 34% yield). The reactants are [H-].[Na+].[N:3]1[CH:8]=[CH:7][C:6]([CH2:9][C:10]([O:12]CC)=O)=[CH:5][CH:4]=1.[S:15]([C:24]1[CH:30]=[CH:29][CH:28]=[CH:27][C:25]=1[NH2:26])[S:15][C:24]1[CH:30]=[CH:29][CH:28]=[CH:27][C:25]=1[NH2:26]. The catalyst is CN(C=O)C.O. The product is [N:3]1[CH:4]=[CH:5][C:6]([CH:9]2[S:15][C:24]3[CH:30]=[CH:29][CH:28]=[CH:27][C:25]=3[NH:26][C:10]2=[O:12])=[CH:7][CH:8]=1. The yield is 0.510.